The task is: Predict which catalyst facilitates the given reaction.. This data is from Catalyst prediction with 721,799 reactions and 888 catalyst types from USPTO. (1) Reactant: [Cl-].O[NH3+:3].[C:4](=[O:7])([O-])[OH:5].[Na+].CS(C)=O.[CH:13]1([C:16]2[S:53][C:19]3[N:20]([CH2:37][C:38]4[CH:43]=[CH:42][C:41]([C:44]5[C:45]([C:50]#[N:51])=[CH:46][CH:47]=[CH:48][CH:49]=5)=[CH:40][C:39]=4[F:52])[C:21](=[O:36])[N:22]([CH2:25][C:26]([C:28]4[CH:33]=[CH:32][C:31]([O:34][CH3:35])=[CH:30][CH:29]=4)=[O:27])[C:23](=[O:24])[C:18]=3[CH:17]=2)[CH2:15][CH2:14]1. Product: [CH:13]1([C:16]2[S:53][C:19]3[N:20]([CH2:37][C:38]4[CH:43]=[CH:42][C:41]([C:44]5[CH:49]=[CH:48][CH:47]=[CH:46][C:45]=5[C:50]5[NH:3][C:4](=[O:7])[O:5][N:51]=5)=[CH:40][C:39]=4[F:52])[C:21](=[O:36])[N:22]([CH2:25][C:26]([C:28]4[CH:33]=[CH:32][C:31]([O:34][CH3:35])=[CH:30][CH:29]=4)=[O:27])[C:23](=[O:24])[C:18]=3[CH:17]=2)[CH2:15][CH2:14]1. The catalyst class is: 22. (2) Reactant: [NH2:1][C:2]1[C:3]([O:14][CH3:15])=[CH:4][C:5]2[CH2:11][NH:10][CH2:9][C:8](=[O:12])[NH:7][C:6]=2[CH:13]=1.Cl[C:17]1[N:22]=[C:21]([NH:23][C@@H:24]2[CH2:29][CH2:28][CH2:27][CH2:26][C@H:25]2[NH:30][S:31]([CH3:34])(=[O:33])=[O:32])[C:20]([Cl:35])=[CH:19][N:18]=1.Cl.O1CCOCC1.CCN(CC)CC. Product: [Cl:35][C:20]1[C:21]([NH:23][C@@H:24]2[CH2:29][CH2:28][CH2:27][CH2:26][C@H:25]2[NH:30][S:31]([CH3:34])(=[O:33])=[O:32])=[N:22][C:17]([NH:1][C:2]2[C:3]([O:14][CH3:15])=[CH:4][C:5]3[CH2:11][NH:10][CH2:9][C:8](=[O:12])[NH:7][C:6]=3[CH:13]=2)=[N:18][CH:19]=1. The catalyst class is: 141. (3) The catalyst class is: 407. Reactant: [CH2:1]([C:3](=[CH:7][CH2:8][O:9][C@@H:10]1[CH2:15][CH2:14][CH2:13][C@H:12]([O:16][CH2:17][C:18]2[N:19]=[C:20]([C:24]3[CH:29]=[CH:28][C:27]([F:30])=[CH:26][CH:25]=3)[O:21][C:22]=2[CH3:23])[CH2:11]1)[C:4]([OH:6])=[O:5])[CH3:2].[H][H]. Product: [CH2:1]([CH:3]([CH2:7][CH2:8][O:9][C@@H:10]1[CH2:15][CH2:14][CH2:13][C@H:12]([O:16][CH2:17][C:18]2[N:19]=[C:20]([C:24]3[CH:29]=[CH:28][C:27]([F:30])=[CH:26][CH:25]=3)[O:21][C:22]=2[CH3:23])[CH2:11]1)[C:4]([OH:6])=[O:5])[CH3:2]. (4) Reactant: [OH:1][C:2]1[CH:7]=[CH:6][C:5](B(O)O)=[CH:4][CH:3]=1.C(=O)([O-])[O-].[Na+].[Na+].[C:17]([NH:25][C:26]1[CH:38]=[C:37](Br)[CH:36]=[CH:35][C:27]=1[C:28]([O:30][C:31]([CH3:34])([CH3:33])[CH3:32])=[O:29])(=[O:24])[C:18]1[CH:23]=[CH:22][CH:21]=[CH:20][CH:19]=1. Product: [C:17]([NH:25][C:26]1[CH:38]=[C:37]([C:5]2[CH:6]=[CH:7][C:2]([OH:1])=[CH:3][CH:4]=2)[CH:36]=[CH:35][C:27]=1[C:28]([O:30][C:31]([CH3:33])([CH3:34])[CH3:32])=[O:29])(=[O:24])[C:18]1[CH:19]=[CH:20][CH:21]=[CH:22][CH:23]=1. The catalyst class is: 80. (5) Reactant: [CH3:1][S:2]([NH2:5])(=[O:4])=[O:3].[H-].[Na+].[CH3:8][C:9]1([CH3:31])[CH2:18][C:17]2[C:12](=[CH:13][CH:14]=[C:15]([C:19](O)=[O:20])[CH:16]=2)[NH:11][CH:10]1[C:22]1[CH:27]=[CH:26][CH:25]=[C:24]([N+:28]([O-:30])=[O:29])[CH:23]=1.C(N1C=CN=C1)(N1C=CN=C1)=O. Product: [CH3:8][C:9]1([CH3:31])[CH2:18][C:17]2[C:12](=[CH:13][CH:14]=[C:15]([C:19]([NH:5][S:2]([CH3:1])(=[O:4])=[O:3])=[O:20])[CH:16]=2)[NH:11][CH:10]1[C:22]1[CH:27]=[CH:26][CH:25]=[C:24]([N+:28]([O-:30])=[O:29])[CH:23]=1. The catalyst class is: 9.